Dataset: Forward reaction prediction with 1.9M reactions from USPTO patents (1976-2016). Task: Predict the product of the given reaction. (1) Given the reactants Cl.[NH2:2][OH:3].C([O-])(=O)C.[Na+].[Cl:9][C:10]1[CH:11]=[N:12][CH:13]=[C:14]([CH:17]=1)[CH:15]=O, predict the reaction product. The product is: [Cl:9][C:10]1[CH:11]=[N:12][CH:13]=[C:14]([CH:17]=1)[CH:15]=[N:2][OH:3]. (2) Given the reactants C(OC(=O)[NH:7][C:8]1[CH:13]=[C:12]([N:14]([CH3:16])[CH3:15])[C:11]([C:17]#[C:18][C:19]2[CH:24]=[CH:23][CH:22]=[CH:21][CH:20]=2)=[CH:10][C:9]=1[NH:25][C:26](=[O:38])[CH2:27][C:28]([C:30]1[CH:35]=[CH:34][CH:33]=[C:32]([C:36]#[N:37])[CH:31]=1)=O)(C)(C)C.C(O)(C(F)(F)F)=O, predict the reaction product. The product is: [CH3:15][N:14]([CH3:16])[C:12]1[C:11]([C:17]#[C:18][C:19]2[CH:24]=[CH:23][CH:22]=[CH:21][CH:20]=2)=[CH:10][C:9]2[NH:25][C:26](=[O:38])[CH2:27][C:28]([C:30]3[CH:31]=[C:32]([CH:33]=[CH:34][CH:35]=3)[C:36]#[N:37])=[N:7][C:8]=2[CH:13]=1. (3) Given the reactants [CH:1]1[C:14]2[NH:13][C:12]3[C:7](=[CH:8][CH:9]=[CH:10][CH:11]=3)[S:6][C:5]=2[CH:4]=[CH:3][CH:2]=1.[Li][CH2:16][CH2:17]CC.[Li]C(C)(C)C.C(I)C, predict the reaction product. The product is: [CH2:16]([C:11]1[C:12]2[NH:13][C:14]3[C:5](=[CH:4][CH:3]=[CH:2][CH:1]=3)[S:6][C:7]=2[CH:8]=[CH:9][CH:10]=1)[CH3:17]. (4) Given the reactants [CH3:1][C:2]1[C:11]([CH3:12])=[CH:10][C:5]([C:6]([O:8]C)=O)=[C:4]([CH:13]=[N:14][C:15]2[CH:20]=[CH:19][CH:18]=[C:17]([F:21])[CH:16]=2)[CH:3]=1.[C:22]([Si](C)(C)C)#[N:23], predict the reaction product. The product is: [CH3:1][C:2]1[CH:3]=[C:4]2[C:5](=[CH:10][C:11]=1[CH3:12])[C:6](=[O:8])[N:14]([C:15]1[CH:20]=[CH:19][CH:18]=[C:17]([F:21])[CH:16]=1)[CH:13]2[C:22]#[N:23]. (5) Given the reactants [CH:1]1([CH2:6][C@H:7]([CH2:28][N:29]([CH:38]=[O:39])[O:30][CH2:31][C:32]2[CH:37]=[CH:36][CH:35]=[CH:34][CH:33]=2)[C:8]([N:10]2[C@H:14](C(O)=O)[CH2:13][CH2:12][N:11]2[C:18]([O:20][CH2:21][C:22]2[CH:27]=[CH:26][CH:25]=[CH:24][CH:23]=2)=[O:19])=[O:9])[CH2:5][CH2:4][CH2:3][CH2:2]1.CN1CCOCC1.COC1N=[C:53]([O:55]C)[N:52]=[C:51]([N+:57]2(C)[CH2:62][CH2:61]OCC2)[N:50]=1.S(O)(O)(=O)=O.N1C=CN=C1N, predict the reaction product. The product is: [CH:1]1([CH2:6][C@H:7]([CH2:28][N:29]([CH:38]=[O:39])[O:30][CH2:31][C:32]2[CH:37]=[CH:36][CH:35]=[CH:34][CH:33]=2)[C:8]([N:10]2[C@H:14]([C:53]([NH:52][C:51]3[NH:50][CH:61]=[CH:62][N:57]=3)=[O:55])[CH2:13][CH2:12][N:11]2[C:18]([O:20][CH2:21][C:22]2[CH:27]=[CH:26][CH:25]=[CH:24][CH:23]=2)=[O:19])=[O:9])[CH2:2][CH2:3][CH2:4][CH2:5]1.